This data is from Forward reaction prediction with 1.9M reactions from USPTO patents (1976-2016). The task is: Predict the product of the given reaction. (1) Given the reactants ClC1C=C(C=CC=1Cl)O[CH:6]1[CH2:11][CH2:10][N:9]([S:12]([C:15]2[C:16]([CH3:22])=[N:17][N:18]([CH3:21])[C:19]=2[CH3:20])(=[O:14])=[O:13])[CH2:8][CH2:7]1.CN1C(C)=C(S(Cl)(=O)=O)C(C)=N1.[Cl:39][C:40]1[CH:45]=[CH:44][C:43]([C:46](C2CCNCC2)=[O:47])=[CH:42][CH:41]=1, predict the reaction product. The product is: [Cl:39][C:40]1[CH:45]=[CH:44][C:43]([C:46]([CH:6]2[CH2:7][CH2:8][N:9]([S:12]([C:15]3[C:16]([CH3:22])=[N:17][N:18]([CH3:21])[C:19]=3[CH3:20])(=[O:13])=[O:14])[CH2:10][CH2:11]2)=[O:47])=[CH:42][CH:41]=1. (2) Given the reactants CS(Cl)(=O)=O.[Cl:6][C:7]1[C:15]2[N:14]=[C:13]([NH:16][C:17]3[CH:18]=[N:19][C:20]([N:24]([CH3:26])[CH3:25])=[CH:21][C:22]=3[CH3:23])[N:12]([CH2:27][CH2:28][CH2:29]O)[C:11]=2[C:10]([C:31]([O:33][CH3:34])=[O:32])=[CH:9][CH:8]=1.S([O-])(=O)(=O)C.C(=O)([O-])[O-].[K+].[K+], predict the reaction product. The product is: [Cl:6][C:7]1[CH:8]=[CH:9][C:10]([C:31]([O:33][CH3:34])=[O:32])=[C:11]2[C:15]=1[N:14]=[C:13]1[N:16]([C:17]3[CH:18]=[N:19][C:20]([N:24]([CH3:26])[CH3:25])=[CH:21][C:22]=3[CH3:23])[CH2:29][CH2:28][CH2:27][N:12]21.